This data is from Forward reaction prediction with 1.9M reactions from USPTO patents (1976-2016). The task is: Predict the product of the given reaction. (1) Given the reactants Cl[C:2]1[N:3]=[CH:4][C:5](I)=[C:6]2[C:11]=1[N:10]=[C:9]([CH3:12])[CH:8]=[CH:7]2.[CH3:14][N:15]1[C:19](B(O)O)=[CH:18][C:17]([CH3:23])=[N:16]1.[NH2:24][C:25]1[N:26]=[C:27]([CH3:30])[S:28][CH:29]=1, predict the reaction product. The product is: [CH3:14][N:15]1[C:19]([C:5]2[CH:4]=[N:3][C:2]([NH:24][C:25]3[N:26]=[C:27]([CH3:30])[S:28][CH:29]=3)=[C:11]3[C:6]=2[CH:7]=[CH:8][C:9]([CH3:12])=[N:10]3)=[CH:18][C:17]([CH3:23])=[N:16]1. (2) Given the reactants [C:1]([O:5][CH:6]([C:11]1[C:12]([C:21]2[CH:22]=[C:23]3[C:28](=[CH:29][CH:30]=2)[O:27][CH2:26][CH2:25][CH2:24]3)=[C:13]2[CH:20]=[CH:19][NH:18][C:14]2=[N:15][C:16]=1[CH3:17])[C:7]([O:9]C)=[O:8])([CH3:4])([CH3:3])[CH3:2].[F:31][C:32]([F:43])([F:42])[O:33][C:34]1[CH:41]=[CH:40][C:37]([CH2:38]Br)=[CH:36][CH:35]=1, predict the reaction product. The product is: [C:1]([O:5][CH:6]([C:11]1[C:12]([C:21]2[CH:22]=[C:23]3[C:28](=[CH:29][CH:30]=2)[O:27][CH2:26][CH2:25][CH2:24]3)=[C:13]2[CH:20]=[CH:19][N:18]([CH2:38][C:37]3[CH:40]=[CH:41][C:34]([O:33][C:32]([F:43])([F:42])[F:31])=[CH:35][CH:36]=3)[C:14]2=[N:15][C:16]=1[CH3:17])[C:7]([OH:9])=[O:8])([CH3:4])([CH3:2])[CH3:3]. (3) Given the reactants [F:1][C:2]([F:9])([F:8])[C:3]1[N:4]=[CH:5][NH:6][CH:7]=1.CC[O-].[Na+].Br[CH2:15][C:16]([O:18][CH2:19][CH3:20])=[O:17], predict the reaction product. The product is: [CH2:19]([O:18][C:16](=[O:17])[CH2:15][N:6]1[CH:7]=[C:3]([C:2]([F:9])([F:8])[F:1])[N:4]=[CH:5]1)[CH3:20]. (4) Given the reactants [N+:1]([C:4]1[CH:5]=[N:6][C:7]([NH:10][C:11]2[CH:12]=[C:13]([CH:23]=[CH:24][CH:25]=2)[C:14]([N:16]([CH2:20][CH2:21][OH:22])[CH:17]([CH3:19])[CH3:18])=[O:15])=[N:8][CH:9]=1)([O-])=O, predict the reaction product. The product is: [NH2:1][C:4]1[CH:5]=[N:6][C:7]([NH:10][C:11]2[CH:12]=[C:13]([CH:23]=[CH:24][CH:25]=2)[C:14]([N:16]([CH2:20][CH2:21][OH:22])[CH:17]([CH3:19])[CH3:18])=[O:15])=[N:8][CH:9]=1. (5) The product is: [CH3:19][C:20]1[N:24]([C:6]([C:3]2[CH:4]=[CH:5][S:1][CH:2]=2)=[N:7][OH:8])[N:23]=[N:22][N:21]=1.[CH3:19][C:20]1[N:21]=[N:22][N:23]([C:6]([C:3]2[CH:4]=[CH:5][S:1][CH:2]=2)=[N:7][OH:8])[N:24]=1. Given the reactants [S:1]1[CH:5]=[CH:4][C:3]([CH:6]=[N:7][OH:8])=[CH:2]1.ClN1C(=O)CCC1=O.[NH4+].[Cl-].[CH3:19][C:20]1[NH:24][N:23]=[N:22][N:21]=1.C(N(CC)CC)C, predict the reaction product. (6) Given the reactants Cl[C:2]1[N:11]=[C:10]([NH:12][CH2:13][CH:14]2[CH2:16][C@@:15]2([C:24]2[CH:29]=[CH:28][CH:27]=[CH:26][CH:25]=2)[C:17]([N:19]([CH2:22][CH3:23])[CH2:20][CH3:21])=[O:18])[C:9]2[C:4](=[CH:5][CH:6]=[CH:7][CH:8]=2)[N:3]=1.[N:30]1[CH:31]=[CH:32][N:33]2[CH:38]=[C:37](B(O)O)[CH:36]=[CH:35][C:34]=12.C(NC1C2C(=CC=CC=2)N=C(C2SC3C=CC=CC=3C=2)N=1)(C1C=CC=CC=1)C1C=CC=CC=1, predict the reaction product. The product is: [CH2:20]([N:19]([CH2:22][CH3:23])[C:17]([C@:15]1([C:24]2[CH:29]=[CH:28][CH:27]=[CH:26][CH:25]=2)[CH2:16][C@@H:14]1[CH2:13][NH:12][C:10]1[C:9]2[C:4](=[CH:5][CH:6]=[CH:7][CH:8]=2)[N:3]=[C:2]([C:37]2[CH:36]=[CH:35][C:34]3[N:33]([CH:32]=[CH:31][N:30]=3)[CH:38]=2)[N:11]=1)=[O:18])[CH3:21]. (7) Given the reactants CO.[NH3:3].Cl[C:5]1[N:10]=[CH:9][N:8]=[C:7]([NH:11][C:12]2[CH:20]=[CH:19][CH:18]=[C:17]3[C:13]=2[CH:14]=[CH:15][NH:16]3)[CH:6]=1, predict the reaction product. The product is: [NH2:3][C:5]1[N:10]=[CH:9][N:8]=[C:7]([NH:11][C:12]2[CH:20]=[CH:19][CH:18]=[C:17]3[C:13]=2[CH:14]=[CH:15][NH:16]3)[CH:6]=1.